Dataset: Reaction yield outcomes from USPTO patents with 853,638 reactions. Task: Predict the reaction yield, written as a fraction of the theoretical maximum amount of product (1.0 means a 100% yield; for example, 0.34 means a 34% yield). The reactants are Cl[C:2]([O:5][C:6](Cl)=[O:7])(Cl)Cl.[F:9][C:10]1C=[CH:14][CH:13]=[CH:12][C:11]=1O.N1C2C(=CC=CC=2)C=CC=1.[F:27][C:28]1[CH:61]=[C:60]([F:62])[C:59]([F:63])=[CH:58][C:29]=1[CH2:30][O:31][CH2:32][C@@H:33]1[CH2:37][C@@H:36]([S:38][C:39]([C:52]2[CH:57]=[CH:56][CH:55]=[CH:54][CH:53]=2)([C:46]2[CH:51]=[CH:50][CH:49]=[CH:48][CH:47]=2)[C:40]2[CH:45]=[CH:44][CH:43]=[CH:42][CH:41]=2)[CH2:35][NH:34]1.N1C=CC=CC=1. The catalyst is C(Cl)Cl.CN(C1C=CN=CC=1)C. The product is [F:9][C:10]1[CH:11]=[CH:12][CH:13]=[CH:14][C:2]=1[O:5][C:6]([N:34]1[CH2:35][C@H:36]([S:38][C:39]([C:46]2[CH:51]=[CH:50][CH:49]=[CH:48][CH:47]=2)([C:40]2[CH:41]=[CH:42][CH:43]=[CH:44][CH:45]=2)[C:52]2[CH:53]=[CH:54][CH:55]=[CH:56][CH:57]=2)[CH2:37][C@H:33]1[CH2:32][O:31][CH2:30][C:29]1[CH:58]=[C:59]([F:63])[C:60]([F:62])=[CH:61][C:28]=1[F:27])=[O:7]. The yield is 0.600.